From a dataset of Reaction yield outcomes from USPTO patents with 853,638 reactions. Predict the reaction yield, written as a fraction of the theoretical maximum amount of product (1.0 means a 100% yield; for example, 0.34 means a 34% yield). (1) The reactants are [Cl:1][C:2]1[CH:3]=[C:4]([NH2:20])[CH:5]=[C:6]([Cl:19])[C:7]=1[S:8][C:9]1[CH:18]=[CH:17][C:16]2[C:11](=[CH:12][CH:13]=[CH:14][CH:15]=2)[CH:10]=1.N1C=CC=CC=1.[Cl:27][C:28]1[CH:33]=[C:32]([C:34]([F:37])([F:36])[F:35])[CH:31]=[CH:30][C:29]=1[S:38](Cl)(=[O:40])=[O:39]. The catalyst is C1COCC1. The product is [Cl:27][C:28]1[CH:33]=[C:32]([C:34]([F:36])([F:35])[F:37])[CH:31]=[CH:30][C:29]=1[S:38]([NH:20][C:4]1[CH:3]=[C:2]([Cl:1])[C:7]([S:8][C:9]2[CH:18]=[CH:17][C:16]3[C:11](=[CH:12][CH:13]=[CH:14][CH:15]=3)[CH:10]=2)=[C:6]([Cl:19])[CH:5]=1)(=[O:40])=[O:39]. The yield is 0.520. (2) The reactants are [CH3:1][O:2][C:3]1[CH:36]=[C:35]([O:37][CH3:38])[CH:34]=[CH:33][C:4]=1[CH2:5][NH:6][C:7]1[C:8]2[N:9]([C:13]([C@@H:26]3[CH2:31][CH2:30][CH2:29][NH:28][C:27]3=O)=[N:14][C:15]=2[C:16]2[CH:25]=[CH:24][C:19]([C:20]([O:22][CH3:23])=[O:21])=[CH:18][CH:17]=2)[CH:10]=[CH:11][N:12]=1.COC1C=CC(P2(SP(C3C=CC(OC)=CC=3)(=S)S2)=[S:48])=CC=1.C(Cl)Cl.C1COCC1. The catalyst is C1(C)C=CC=CC=1. The product is [CH3:1][O:2][C:3]1[CH:36]=[C:35]([O:37][CH3:38])[CH:34]=[CH:33][C:4]=1[CH2:5][NH:6][C:7]1[C:8]2[N:9]([C:13]([C@@H:26]3[CH2:31][CH2:30][CH2:29][NH:28][C:27]3=[S:48])=[N:14][C:15]=2[C:16]2[CH:25]=[CH:24][C:19]([C:20]([O:22][CH3:23])=[O:21])=[CH:18][CH:17]=2)[CH:10]=[CH:11][N:12]=1. The yield is 0.620.